Dataset: NCI-60 drug combinations with 297,098 pairs across 59 cell lines. Task: Regression. Given two drug SMILES strings and cell line genomic features, predict the synergy score measuring deviation from expected non-interaction effect. Drug 1: C1=C(C(=O)NC(=O)N1)N(CCCl)CCCl. Drug 2: CCCS(=O)(=O)NC1=C(C(=C(C=C1)F)C(=O)C2=CNC3=C2C=C(C=N3)C4=CC=C(C=C4)Cl)F. Cell line: SW-620. Synergy scores: CSS=8.33, Synergy_ZIP=11.2, Synergy_Bliss=4.10, Synergy_Loewe=-17.7, Synergy_HSA=-10.8.